Task: Predict which catalyst facilitates the given reaction.. Dataset: Catalyst prediction with 721,799 reactions and 888 catalyst types from USPTO Reactant: C[O:2][C:3](=[O:42])[CH2:4][C:5]1[CH:10]=[CH:9][C:8]([NH:11][C:12]([C@H:14]2[C@H:18]([C:19]3[CH:24]=[CH:23][CH:22]=[C:21]([Cl:25])[C:20]=3[F:26])[C@:17]([C:29]3[CH:34]=[CH:33][C:32]([Cl:35])=[CH:31][C:30]=3[F:36])([C:27]#[N:28])[C@H:16]([CH2:37][C:38]([CH3:41])([CH3:40])[CH3:39])[NH:15]2)=[O:13])=[CH:7][CH:6]=1.[Li+].[OH-]. Product: [Cl:25][C:21]1[C:20]([F:26])=[C:19]([C@@H:18]2[C@:17]([C:29]3[CH:34]=[CH:33][C:32]([Cl:35])=[CH:31][C:30]=3[F:36])([C:27]#[N:28])[C@H:16]([CH2:37][C:38]([CH3:41])([CH3:40])[CH3:39])[NH:15][C@H:14]2[C:12]([NH:11][C:8]2[CH:7]=[CH:6][C:5]([CH2:4][C:3]([OH:42])=[O:2])=[CH:10][CH:9]=2)=[O:13])[CH:24]=[CH:23][CH:22]=1. The catalyst class is: 36.